This data is from NCI-60 drug combinations with 297,098 pairs across 59 cell lines. The task is: Regression. Given two drug SMILES strings and cell line genomic features, predict the synergy score measuring deviation from expected non-interaction effect. (1) Synergy scores: CSS=-2.68, Synergy_ZIP=1.82, Synergy_Bliss=0.825, Synergy_Loewe=-2.78, Synergy_HSA=-2.56. Drug 2: C1=NNC2=C1C(=O)NC=N2. Drug 1: CCN(CC)CCNC(=O)C1=C(NC(=C1C)C=C2C3=C(C=CC(=C3)F)NC2=O)C. Cell line: NCI-H322M. (2) Drug 1: CCCCCOC(=O)NC1=NC(=O)N(C=C1F)C2C(C(C(O2)C)O)O. Drug 2: CC1CCC2CC(C(=CC=CC=CC(CC(C(=O)C(C(C(=CC(C(=O)CC(OC(=O)C3CCCCN3C(=O)C(=O)C1(O2)O)C(C)CC4CCC(C(C4)OC)O)C)C)O)OC)C)C)C)OC. Cell line: U251. Synergy scores: CSS=2.80, Synergy_ZIP=-4.78, Synergy_Bliss=-1.25, Synergy_Loewe=-1.90, Synergy_HSA=-0.373. (3) Drug 1: C1=CN(C(=O)N=C1N)C2C(C(C(O2)CO)O)O.Cl. Drug 2: C1CCC(C(C1)N)N.C(=O)(C(=O)[O-])[O-].[Pt+4]. Cell line: HS 578T. Synergy scores: CSS=31.9, Synergy_ZIP=-3.43, Synergy_Bliss=-2.30, Synergy_Loewe=2.10, Synergy_HSA=2.87. (4) Drug 1: CC1CCC2CC(C(=CC=CC=CC(CC(C(=O)C(C(C(=CC(C(=O)CC(OC(=O)C3CCCCN3C(=O)C(=O)C1(O2)O)C(C)CC4CCC(C(C4)OC)OP(=O)(C)C)C)C)O)OC)C)C)C)OC. Drug 2: CCC1(C2=C(COC1=O)C(=O)N3CC4=CC5=C(C=CC(=C5CN(C)C)O)N=C4C3=C2)O. Cell line: OVCAR3. Synergy scores: CSS=67.9, Synergy_ZIP=-0.903, Synergy_Bliss=-1.58, Synergy_Loewe=3.15, Synergy_HSA=3.87. (5) Drug 1: CC1=CC2C(CCC3(C2CCC3(C(=O)C)OC(=O)C)C)C4(C1=CC(=O)CC4)C. Drug 2: CNC(=O)C1=NC=CC(=C1)OC2=CC=C(C=C2)NC(=O)NC3=CC(=C(C=C3)Cl)C(F)(F)F. Cell line: UACC-257. Synergy scores: CSS=32.9, Synergy_ZIP=1.95, Synergy_Bliss=0.119, Synergy_Loewe=-17.4, Synergy_HSA=-2.15. (6) Drug 1: CS(=O)(=O)C1=CC(=C(C=C1)C(=O)NC2=CC(=C(C=C2)Cl)C3=CC=CC=N3)Cl. Drug 2: C1CC(=O)NC(=O)C1N2C(=O)C3=CC=CC=C3C2=O. Synergy scores: CSS=20.5, Synergy_ZIP=-1.19, Synergy_Bliss=10.6, Synergy_Loewe=7.40, Synergy_HSA=9.12. Cell line: OVCAR-5. (7) Drug 1: C1CCC(CC1)NC(=O)N(CCCl)N=O. Drug 2: CC(C)NC(=O)C1=CC=C(C=C1)CNNC.Cl. Cell line: CCRF-CEM. Synergy scores: CSS=28.9, Synergy_ZIP=1.58, Synergy_Bliss=3.43, Synergy_Loewe=-11.3, Synergy_HSA=-1.33.